Dataset: CYP2D6 inhibition data for predicting drug metabolism from PubChem BioAssay. Task: Regression/Classification. Given a drug SMILES string, predict its absorption, distribution, metabolism, or excretion properties. Task type varies by dataset: regression for continuous measurements (e.g., permeability, clearance, half-life) or binary classification for categorical outcomes (e.g., BBB penetration, CYP inhibition). Dataset: cyp2d6_veith. (1) The molecule is CCCCCCCC/C=C\CCCCCCCC(=O)NCCO. The result is 0 (non-inhibitor). (2) The compound is CN1CCc2cccc3c2[C@@H]1Cc1ccc(O)c(O)c1-3. The result is 0 (non-inhibitor). (3) The drug is Cc1c(Br)c([N+](=O)[O-])nn1CC(=O)NCc1ccccn1. The result is 0 (non-inhibitor). (4) The compound is CC(C)CN1CC2(CCN(C(=O)c3ccncc3)CC2)C1. The result is 1 (inhibitor). (5) The drug is O=C(Nc1ccccc1)N1CCC2(CC1)CCN(C(=O)c1ccco1)CC2. The result is 0 (non-inhibitor). (6) The compound is O=C(c1cc2sccc2n1Cc1ccccc1)N1CCN(c2nc3ccccc3s2)CC1. The result is 0 (non-inhibitor). (7) The molecule is CSCC[C@H](NC(=O)CC(C)(C)C)c1nc2ccccc2[nH]1. The result is 0 (non-inhibitor). (8) The compound is Oc1ccc2ccccc2c1/C=C\c1ccc2c(Br)cc(Br)c(O)c2n1. The result is 0 (non-inhibitor).